This data is from Forward reaction prediction with 1.9M reactions from USPTO patents (1976-2016). The task is: Predict the product of the given reaction. (1) Given the reactants [CH:1]1([CH2:7][CH2:8][CH2:9][C@@H:10]([C:19]2[O:23][N:22]=[C:21]([C:24]([N:26]([CH2:28][C:29]([O:31][CH3:32])=[O:30])[CH3:27])=[O:25])[N:20]=2)[CH2:11][C:12]([O:14]C(C)(C)C)=[O:13])[CH2:6][CH2:5][CH2:4][CH2:3][CH2:2]1.FC(F)(F)C(O)=O, predict the reaction product. The product is: [CH:1]1([CH2:7][CH2:8][CH2:9][C@@H:10]([C:19]2[O:23][N:22]=[C:21]([C:24]([N:26]([CH2:28][C:29]([O:31][CH3:32])=[O:30])[CH3:27])=[O:25])[N:20]=2)[CH2:11][C:12]([OH:14])=[O:13])[CH2:6][CH2:5][CH2:4][CH2:3][CH2:2]1. (2) Given the reactants [C:1]([OH:10])(=[O:9])[C:2]1[C:3](=[CH:5][CH:6]=[CH:7][CH:8]=1)[SH:4].[CH3:11][O:12][C:13]1[CH:14]=[C:15](I)[CH:16]=[CH:17][CH:18]=1.C(=O)([O-])[O-].[K+].[K+].CN(C)C=O, predict the reaction product. The product is: [CH3:11][O:12][C:13]1[CH:18]=[C:17]([S:4][C:3]2[CH:5]=[CH:6][CH:7]=[CH:8][C:2]=2[C:1]([OH:10])=[O:9])[CH:16]=[CH:15][CH:14]=1. (3) Given the reactants [CH3:1][O:2][C:3]1[CH:12]=[C:11]2[C:6]([CH2:7][CH2:8][C:9](=[O:15])[C:10]2([CH3:14])[CH3:13])=[CH:5][CH:4]=1.C[C:17]([CH3:20])([O-:19])[CH3:18].[Na+].F[B-](F)(F)F.[C:27]([PH+](C(C)(C)C)C(C)(C)C)([CH3:30])(C)[CH3:28].FC(F)(F)C(O)=[O:43].P([O-])([O-])(O)=O.[K+].[K+], predict the reaction product. The product is: [OH:43][C:28]1[CH:20]=[C:17]([OH:19])[CH:18]=[CH:30][C:27]=1[CH:8]1[CH2:7][C:6]2[C:11](=[CH:12][C:3]([O:2][CH3:1])=[CH:4][CH:5]=2)[C:10]([CH3:13])([CH3:14])[C:9]1=[O:15]. (4) Given the reactants [Cl:1][C:2]1[CH:30]=[CH:29][C:5]([CH2:6][CH2:7][NH:8][C:9](=[O:28])[C:10]2[CH:15]=[CH:14][C:13]([O:16][C:17]3[CH:22]=[CH:21][C:20]([CH:23]=O)=[CH:19][C:18]=3[CH:25]3[CH2:27][CH2:26]3)=[CH:12][CH:11]=2)=[CH:4][CH:3]=1.[OH-].C[N+](C)(C)CC1C=CC=CC=1.[CH3:43][S:44]([CH2:46][S:47][CH3:48])=[O:45], predict the reaction product. The product is: [Cl:1][C:2]1[CH:3]=[CH:4][C:5]([CH2:6][CH2:7][NH:8][C:9](=[O:28])[C:10]2[CH:11]=[CH:12][C:13]([O:16][C:17]3[CH:22]=[CH:21][C:20](/[CH:23]=[C:46](\[S:44]([CH3:43])=[O:45])/[S:47][CH3:48])=[CH:19][C:18]=3[CH:25]3[CH2:27][CH2:26]3)=[CH:14][CH:15]=2)=[CH:29][CH:30]=1. (5) Given the reactants C([Li])CCC.[F:6][C:7]1[CH:12]=[CH:11][CH:10]=[C:9]([F:13])[CH:8]=1.[N+:14]([C:17]1[C:24]([O:25][CH3:26])=[CH:23][CH:22]=[CH:21][C:18]=1[CH:19]=[O:20])([O-:16])=[O:15].[Cl-].[NH4+], predict the reaction product. The product is: [F:6][C:7]1[CH:12]=[CH:11][CH:10]=[C:9]([F:13])[C:8]=1[CH:19]([C:18]1[CH:21]=[CH:22][CH:23]=[C:24]([O:25][CH3:26])[C:17]=1[N+:14]([O-:16])=[O:15])[OH:20].